This data is from Catalyst prediction with 721,799 reactions and 888 catalyst types from USPTO. The task is: Predict which catalyst facilitates the given reaction. (1) The catalyst class is: 7. Product: [O:41]=[C:40]1[C:39]2[C:34](=[CH:35][CH:36]=[CH:37][CH:38]=2)[C:33](=[O:42])[N:32]1[O:31][CH:28]1[CH2:29][CH2:30][N:25]([CH:8]([C:7]2[CH:10]=[CH:11][C:4]([O:3][C:2]([F:13])([F:12])[F:1])=[CH:5][CH:6]=2)[C:22]#[N:23])[CH2:26][CH2:27]1. Reactant: [F:1][C:2]([F:13])([F:12])[O:3][C:4]1[CH:11]=[CH:10][C:7]([CH:8]=O)=[CH:6][CH:5]=1.P([C:22]#[N:23])(=O)(OCC)OCC.Cl.[NH:25]1[CH2:30][CH2:29][CH:28]([O:31][N:32]2[C:40](=[O:41])[C:39]3[C:34](=[CH:35][CH:36]=[CH:37][CH:38]=3)[C:33]2=[O:42])[CH2:27][CH2:26]1.C(N(CC)CC)C. (2) Reactant: [C:1]([O:5][C:6]([NH:8][CH2:9][C:10]1[CH:15]=[CH:14][C:13](/[CH:16]=[CH:17]/[C:18](O)=[O:19])=[CH:12][C:11]=1[C:21]([F:24])([F:23])[F:22])=[O:7])([CH3:4])([CH3:3])[CH3:2].ClC1C=C(O)C2N=NNC=2C=1.Cl.C(N=C=NCCCN(C)C)C.CCN(C(C)C)C(C)C.[F:57][C:58]([F:72])([F:71])[CH:59]([C:61]1[CH:66]=[CH:65][CH:64]=[C:63]([C:67]([F:70])([F:69])[F:68])[CH:62]=1)[NH2:60]. Product: [O:19]=[C:18]([NH:60][CH:59]([C:61]1[CH:66]=[CH:65][CH:64]=[C:63]([C:67]([F:68])([F:69])[F:70])[CH:62]=1)[C:58]([F:71])([F:72])[F:57])/[CH:17]=[CH:16]/[C:13]1[CH:14]=[CH:15][C:10]([CH2:9][NH:8][C:6](=[O:7])[O:5][C:1]([CH3:4])([CH3:3])[CH3:2])=[C:11]([C:21]([F:22])([F:23])[F:24])[CH:12]=1. The catalyst class is: 4. (3) Reactant: [H-].[Na+].[Cl:3][C:4]1[CH:5]=[C:6]([CH:9]=[CH:10][CH:11]=1)[CH2:7][OH:8].C(S([C:22]1[N:31]=[C:30]([NH:32][C@@H:33]([CH2:37][OH:38])[C@@H:34]([OH:36])[CH3:35])[C:29]2[N:28]=[C:27]([C:39]([NH2:41])=[O:40])[C:26](=[O:42])[NH:25][C:24]=2[N:23]=1)(=O)=O)C1C=CC=CC=1.[NH4+].[Cl-]. Product: [Cl:3][C:4]1[CH:5]=[C:6]([CH:9]=[CH:10][CH:11]=1)[CH2:7][O:8][C:22]1[N:31]=[C:30]([NH:32][C@@H:33]([CH2:37][OH:38])[C@@H:34]([OH:36])[CH3:35])[C:29]2[N:28]=[C:27]([C:39]([NH2:41])=[O:40])[C:26](=[O:42])[NH:25][C:24]=2[N:23]=1. The catalyst class is: 11. (4) Reactant: [Cl:1][C:2]1[C:40]([Cl:41])=[CH:39][C:5]2[NH:6][C:7]([O:9][CH:10]([C:19]3([C:25]4[CH:30]=[CH:29][C:28]([C:31]5[CH:36]=[CH:35][CH:34]=[C:33]([C:37]#[N:38])[CH:32]=5)=[CH:27][CH:26]=4)[CH2:24][CH2:23][NH:22][CH2:21][CH2:20]3)[CH2:11][O:12][CH2:13][CH2:14][Si:15]([CH3:18])([CH3:17])[CH3:16])=[N:8][C:4]=2[CH:3]=1.[CH3:42][S:43](Cl)(=[O:45])=[O:44].CCN(C(C)C)C(C)C. Product: [Cl:1][C:2]1[C:40]([Cl:41])=[CH:39][C:5]2[NH:6][C:7]([O:9][CH:10]([C:19]3([C:25]4[CH:30]=[CH:29][C:28]([C:31]5[CH:36]=[CH:35][CH:34]=[C:33]([C:37]#[N:38])[CH:32]=5)=[CH:27][CH:26]=4)[CH2:24][CH2:23][N:22]([S:43]([CH3:42])(=[O:45])=[O:44])[CH2:21][CH2:20]3)[CH2:11][O:12][CH2:13][CH2:14][Si:15]([CH3:18])([CH3:17])[CH3:16])=[N:8][C:4]=2[CH:3]=1. The catalyst class is: 96. (5) Reactant: I[C:2]1[C:7]([C:8]([NH:10][NH:11][CH:12]2[CH2:17][CH2:16][CH2:15][O:14][CH2:13]2)=[O:9])=[C:6]([O:18][CH3:19])[N:5]=[CH:4][CH:3]=1.N1CCC[C@H]1C(O)=O.C(=O)([O-])[O-].[K+].[K+]. Product: [CH3:19][O:18][C:6]1[C:7]2[C:8](=[O:9])[NH:10][N:11]([CH:12]3[CH2:17][CH2:16][CH2:15][O:14][CH2:13]3)[C:2]=2[CH:3]=[CH:4][N:5]=1. The catalyst class is: 156. (6) Reactant: [F:1][CH:2]([F:38])[C:3]1[CH:7]=[C:6]([CH:8]([F:10])[F:9])[N:5]([CH2:11][C:12]([N:14]2[CH2:19][CH2:18][CH:17]([C:20]3[S:21][CH:22]=[C:23]([C:25]4[CH2:29][CH:28]([C:30]5[C:35]([OH:36])=[CH:34][CH:33]=[CH:32][C:31]=5[Cl:37])[O:27][N:26]=4)[N:24]=3)[CH2:16][CH2:15]2)=[O:13])[N:4]=1.C(=O)([O-])[O-].[K+].[K+].[CH2:45](Br)[CH:46]=[CH2:47].O. Product: [CH2:47]([O:36][C:35]1[CH:34]=[CH:33][CH:32]=[C:31]([Cl:37])[C:30]=1[CH:28]1[O:27][N:26]=[C:25]([C:23]2[N:24]=[C:20]([CH:17]3[CH2:18][CH2:19][N:14]([C:12](=[O:13])[CH2:11][N:5]4[C:6]([CH:8]([F:10])[F:9])=[CH:7][C:3]([CH:2]([F:1])[F:38])=[N:4]4)[CH2:15][CH2:16]3)[S:21][CH:22]=2)[CH2:29]1)[CH:46]=[CH2:45]. The catalyst class is: 21. (7) Reactant: [CH2:1]([O:3][C:4]1[C:8]([CH2:9][CH2:10][CH2:11][OH:12])=[CH:7][N:6]([C:13]2[CH:18]=[CH:17][C:16]([C:19]([F:22])([F:21])[F:20])=[CH:15][N:14]=2)[N:5]=1)[CH3:2].O[C:24]1[CH:29]=[CH:28][CH:27]=[CH:26][C:25]=1[CH2:30][C:31]([O:33]C)=[O:32].C(P(CCCC)CCCC)CCC.N(C(N1CCCCC1)=O)=NC(N1CCCCC1)=O. Product: [CH2:1]([O:3][C:4]1[C:8]([CH2:9][CH2:10][CH2:11][O:12][C:24]2[CH:29]=[CH:28][CH:27]=[CH:26][C:25]=2[CH2:30][C:31]([OH:33])=[O:32])=[CH:7][N:6]([C:13]2[CH:18]=[CH:17][C:16]([C:19]([F:21])([F:20])[F:22])=[CH:15][N:14]=2)[N:5]=1)[CH3:2]. The catalyst class is: 7. (8) The catalyst class is: 28. Reactant: [N:1]1([CH2:6][CH2:7][N:8]2[CH:16]=[C:15]3[C:10]([CH:11]=[CH:12][C:13]([NH2:17])=[CH:14]3)=[N:9]2)[CH2:5][CH2:4][CH2:3][CH2:2]1.CC(=O)[C:20](C)=[O:21].[BH-](OC(C)=O)(OC(C)=O)OC(C)=O.[Na+].[CH2:38]1[CH2:42][O:41][CH2:40]C1. Product: [CH3:20][O:21][CH:42]([O:41][CH3:40])[CH2:38][NH:17][C:13]1[CH:12]=[CH:11][C:10]2[C:15](=[CH:16][N:8]([CH2:7][CH2:6][N:1]3[CH2:2][CH2:3][CH2:4][CH2:5]3)[N:9]=2)[CH:14]=1. (9) Reactant: [Cl:1][C:2]1[C:7]([Cl:8])=[CH:6][CH:5]=[CH:4][C:3]=1[N:9]1[C:13](I)=[CH:12][C:11]([C:15]([F:18])([F:17])[F:16])=[N:10]1.[C:19]([Cu])#[N:20]. Product: [Cl:1][C:2]1[C:7]([Cl:8])=[CH:6][CH:5]=[CH:4][C:3]=1[N:9]1[C:13]([C:19]#[N:20])=[CH:12][C:11]([C:15]([F:18])([F:17])[F:16])=[N:10]1. The catalyst class is: 37. (10) Reactant: Cl.[CH2:2]([O:9][NH2:10])[C:3]1[CH:8]=[CH:7][CH:6]=[CH:5][CH:4]=1.N1C=CC=CC=1.Cl[C:18]([O:20][C:21]1[CH:26]=[CH:25][CH:24]=[CH:23][CH:22]=1)=[O:19]. Product: [CH2:2]([O:9][NH:10][C:18](=[O:19])[O:20][C:21]1[CH:26]=[CH:25][CH:24]=[CH:23][CH:22]=1)[C:3]1[CH:8]=[CH:7][CH:6]=[CH:5][CH:4]=1. The catalyst class is: 10.